From a dataset of Forward reaction prediction with 1.9M reactions from USPTO patents (1976-2016). Predict the product of the given reaction. (1) Given the reactants [C@H:1]12[CH2:7][C@H:4]([NH:5][CH2:6]1)[CH2:3][S:2]2(=[O:9])=[O:8].P([O-])([O-])([O-])=O.[K+].[K+].[K+].Br[CH2:19][CH2:20][OH:21].[I-].[K+], predict the reaction product. The product is: [OH:21][CH2:20][CH2:19][N:5]1[CH2:6][C@@H:1]2[CH2:7][C@H:4]1[CH2:3][S:2]2(=[O:9])=[O:8]. (2) Given the reactants [N:1]1([CH2:6][CH2:7][O:8][C:9]2[CH:14]=[CH:13][C:12]([NH:15][C:16]3[N:38]=[C:19]4[CH:20]=[CH:21][CH:22]=[C:23]([C:24]5[CH:25]=[C:26](OS(C(F)(F)F)(=O)=O)[CH:27]=[CH:28][CH:29]=5)[N:18]4[N:17]=3)=[CH:11][CH:10]=2)[CH2:5][CH2:4][CH2:3][CH2:2]1.[C:39]1(B(O)O)[CH:44]=[CH:43][CH:42]=[CH:41][CH:40]=1.P([O-])([O-])([O-])=O.[K+].[K+].[K+], predict the reaction product. The product is: [C:26]1([C:39]2[CH:44]=[CH:43][CH:42]=[CH:41][CH:40]=2)[CH:27]=[CH:28][CH:29]=[C:24]([C:23]2[N:18]3[N:17]=[C:16]([NH:15][C:12]4[CH:13]=[CH:14][C:9]([O:8][CH2:7][CH2:6][N:1]5[CH2:2][CH2:3][CH2:4][CH2:5]5)=[CH:10][CH:11]=4)[N:38]=[C:19]3[CH:20]=[CH:21][CH:22]=2)[CH:25]=1. (3) Given the reactants O[C:2]1[CH:3]=[C:4]2[C:9](=[CH:10][CH:11]=1)[N:8]=[CH:7][CH:6]=[CH:5]2.CN(C=O)C.BrCCCCCCCCCCCCCCCCBr.C(Br)CCCCCCCCCCCCCCC, predict the reaction product. The product is: [N:8]1[C:9]2[C:4](=[CH:3][CH:2]=[CH:11][CH:10]=2)[CH:5]=[CH:6][CH:7]=1. (4) Given the reactants [O:1]=[S:2]1(=[O:28])[C:7]2[CH:8]=[CH:9][CH:10]=[CH:11][C:6]=2[NH:5][C:4]([C:12]2[C:17](=[O:18])[N:16]([N:19]=[CH:20][CH:21]([CH3:23])[CH3:22])[C:15]3[CH:24]=[CH:25][S:26][C:14]=3[C:13]=2[OH:27])=[N:3]1.[CH3:29][OH:30].[BH4-].[Li+].Cl, predict the reaction product. The product is: [O:28]=[S:2]1(=[O:1])[C:7]2[CH:8]=[CH:9][CH:10]=[CH:11][C:6]=2[NH:5][C:4]([C:12]2[C:17](=[O:18])[N:16]([NH:19][CH2:20][C:21]3[CH:22]=[CH:29][O:30][CH:23]=3)[C:15]3[CH:24]=[CH:25][S:26][C:14]=3[C:13]=2[OH:27])=[N:3]1. (5) Given the reactants [CH2:1]([C:5]1[CH:10]=[CH:9][C:8]([CH2:11][C:12](Cl)=[N:13][OH:14])=[CH:7][CH:6]=1)[CH2:2][CH2:3][CH3:4].[C:16]([C:18]1[C:19]([NH2:25])=[N:20][C:21]([NH2:24])=[CH:22][CH:23]=1)#[CH:17].C(N(CC)CC)C, predict the reaction product. The product is: [CH2:1]([C:5]1[CH:10]=[CH:9][C:8]([CH2:11][C:12]2[CH:17]=[C:16]([C:18]3[C:19]([NH2:25])=[N:20][C:21]([NH2:24])=[CH:22][CH:23]=3)[O:14][N:13]=2)=[CH:7][CH:6]=1)[CH2:2][CH2:3][CH3:4].